This data is from HIV replication inhibition screening data with 41,000+ compounds from the AIDS Antiviral Screen. The task is: Binary Classification. Given a drug SMILES string, predict its activity (active/inactive) in a high-throughput screening assay against a specified biological target. (1) The molecule is CC(C)C(CCOS(=O)(=O)O)CCC(C)C1C(O)C(O)C2C1(C)CCC1C2(O)CC(O)C2(O)CC(O)CCC12C.[NaH]. The result is 0 (inactive). (2) The molecule is CC(C)C1=CC23CCC4C(C)(C(=O)O)CCCC4(C)C2CC1C1C(=O)N(c2cccc(N4C(=O)C5C6CC7C8(C)CCCC(C)(C(=O)O)C8CCC7(C=C6C(C)C)C5C4=O)c2)C(=O)C13.[NaH]. The result is 0 (inactive). (3) The molecule is CC1N=C(SCc2c(F)cccc2Cl)N2C(C)N=C(SCc3c(F)cccc3Cl)N12. The result is 0 (inactive). (4) The compound is COc1cccc(CC2Cc3ccccc3CC(=O)N2)c1. The result is 0 (inactive). (5) The drug is Cc1nc2c(nc1C)C(=O)C=CC2=O. The result is 0 (inactive). (6) The molecule is CN1CCCC1=C1C(=O)c2cccn2C1=O. The result is 0 (inactive).